Regression/Classification. Given a drug SMILES string, predict its absorption, distribution, metabolism, or excretion properties. Task type varies by dataset: regression for continuous measurements (e.g., permeability, clearance, half-life) or binary classification for categorical outcomes (e.g., BBB penetration, CYP inhibition). For this dataset (solubility_aqsoldb), we predict Y. From a dataset of Aqueous solubility values for 9,982 compounds from the AqSolDB database. (1) The compound is CC(C)C(O)(CCC(C)(O)C(=O)O)C(=O)O. The Y is -1.69 log mol/L. (2) The drug is NCCC(=O)O. The Y is 0.787 log mol/L. (3) The compound is C=C1C2CCC3C2C(C)(C)CCCC13C. The Y is -4.41 log mol/L. (4) The molecule is O=C([O-])CN(CCN(CC(=O)[O-])CC(=O)[O-])CC(=O)[O-].[Mn+2].[Na+].[Na+]. The Y is 0.0248 log mol/L. (5) The molecule is COC(=O)c1ccccc1C. The Y is -1.76 log mol/L.